The task is: Regression/Classification. Given a drug SMILES string, predict its absorption, distribution, metabolism, or excretion properties. Task type varies by dataset: regression for continuous measurements (e.g., permeability, clearance, half-life) or binary classification for categorical outcomes (e.g., BBB penetration, CYP inhibition). Dataset: bbb_martins.. This data is from Blood-brain barrier penetration binary classification data from Martins et al.. The compound is O=C(c1ccc(F)cc1)C1CCN(CCCn2c(=O)[nH]c3ccccc32)CC1. The result is 1 (penetrates BBB).